Dataset: Full USPTO retrosynthesis dataset with 1.9M reactions from patents (1976-2016). Task: Predict the reactants needed to synthesize the given product. (1) Given the product [O:8]1[CH:12]=[CH:11][CH:10]=[C:9]1[C:13]([N:15]1[C:24]2[C:19](=[CH:20][CH:21]=[C:22]([C:25]3[CH:30]=[CH:29][C:28]([S:31]([CH3:34])(=[O:32])=[O:33])=[CH:27][CH:26]=3)[CH:23]=2)[N:18]([CH:1]=[O:3])[C@@H:17]([CH3:35])[CH2:16]1)=[O:14], predict the reactants needed to synthesize it. The reactants are: [CH:1]([O-:3])=O.[Na+].C(O)=O.[O:8]1[CH:12]=[CH:11][CH:10]=[C:9]1[C:13]([N:15]1[C:24]2[C:19](=[CH:20][CH:21]=[C:22]([C:25]3[CH:30]=[CH:29][C:28]([S:31]([CH3:34])(=[O:33])=[O:32])=[CH:27][CH:26]=3)[CH:23]=2)[NH:18][C@@H:17]([CH3:35])[CH2:16]1)=[O:14]. (2) Given the product [F:1][C:2]1[CH:3]=[CH:4][C:5]([CH2:6][C:7]2[N:15]([NH2:16])[C:10]([NH2:12])=[N:9][N:8]=2)=[CH:13][CH:14]=1, predict the reactants needed to synthesize it. The reactants are: [F:1][C:2]1[CH:14]=[CH:13][C:5]([CH2:6][C:7]2O[C:10]([NH2:12])=[N:9][N:8]=2)=[CH:4][CH:3]=1.[NH2:15][NH2:16].